From a dataset of NCI-60 drug combinations with 297,098 pairs across 59 cell lines. Regression. Given two drug SMILES strings and cell line genomic features, predict the synergy score measuring deviation from expected non-interaction effect. (1) Synergy scores: CSS=52.2, Synergy_ZIP=0.314, Synergy_Bliss=-1.26, Synergy_Loewe=-16.1, Synergy_HSA=-4.02. Cell line: LOX IMVI. Drug 1: C1C(C(OC1N2C=C(C(=O)NC2=O)F)CO)O. Drug 2: CC1C(C(CC(O1)OC2CC(OC(C2O)C)OC3=CC4=CC5=C(C(=O)C(C(C5)C(C(=O)C(C(C)O)O)OC)OC6CC(C(C(O6)C)O)OC7CC(C(C(O7)C)O)OC8CC(C(C(O8)C)O)(C)O)C(=C4C(=C3C)O)O)O)O. (2) Drug 1: C1=NC2=C(N=C(N=C2N1C3C(C(C(O3)CO)O)O)F)N. Drug 2: COC1=NC(=NC2=C1N=CN2C3C(C(C(O3)CO)O)O)N. Cell line: NCIH23. Synergy scores: CSS=20.1, Synergy_ZIP=-2.54, Synergy_Bliss=8.12, Synergy_Loewe=0.523, Synergy_HSA=1.62. (3) Drug 1: C1=CC(=CC=C1CC(C(=O)O)N)N(CCCl)CCCl.Cl. Drug 2: C1=CC=C(C(=C1)C(C2=CC=C(C=C2)Cl)C(Cl)Cl)Cl. Cell line: SF-268. Synergy scores: CSS=3.80, Synergy_ZIP=-4.78, Synergy_Bliss=1.87, Synergy_Loewe=-14.2, Synergy_HSA=-2.04. (4) Drug 1: CC1=CC2C(CCC3(C2CCC3(C(=O)C)OC(=O)C)C)C4(C1=CC(=O)CC4)C. Drug 2: CC1C(C(CC(O1)OC2CC(CC3=C2C(=C4C(=C3O)C(=O)C5=C(C4=O)C(=CC=C5)OC)O)(C(=O)CO)O)N)O.Cl. Cell line: KM12. Synergy scores: CSS=41.5, Synergy_ZIP=5.94, Synergy_Bliss=6.41, Synergy_Loewe=-22.1, Synergy_HSA=5.67. (5) Synergy scores: CSS=-6.12, Synergy_ZIP=3.80, Synergy_Bliss=2.13, Synergy_Loewe=-7.91, Synergy_HSA=-7.69. Cell line: NCI-H522. Drug 1: C1=CC(=CC=C1C#N)C(C2=CC=C(C=C2)C#N)N3C=NC=N3. Drug 2: CCCCCOC(=O)NC1=NC(=O)N(C=C1F)C2C(C(C(O2)C)O)O.